From a dataset of Full USPTO retrosynthesis dataset with 1.9M reactions from patents (1976-2016). Predict the reactants needed to synthesize the given product. (1) Given the product [CH3:14][C:8]1([CH3:15])[CH2:9][C:10]2[C:6](=[CH:5][C:4]3[CH:3]=[C:2]([CH3:1])[CH2:13][C:12]=3[CH:11]=2)[CH2:7]1, predict the reactants needed to synthesize it. The reactants are: [CH3:1][CH:2]1[CH2:13][C:12]2[C:4](=[CH:5][C:6]3[CH2:7][C:8]([CH3:15])([CH3:14])[CH2:9][C:10]=3[CH:11]=2)[C:3]1=O.[BH4-].[Na+].CO.CC1C=CC(S(O)(=O)=O)=CC=1. (2) Given the product [CH3:24][O:23][C:18]1[CH:17]=[C:16]([O:25][CH3:26])[CH:15]=[C:14]2[C:19]=1[C:20](=[O:22])[NH:21][C:12]([C:9]1[CH:10]=[CH:11][C:6]([O:5][CH:3]3[CH2:2][N:1]([CH3:38])[CH2:4]3)=[C:7]([C:27]3[CH:28]=[CH:29][C:30]([C:33]#[N:34])=[CH:31][CH:32]=3)[CH:8]=1)=[N:13]2, predict the reactants needed to synthesize it. The reactants are: [NH:1]1[CH2:4][CH:3]([O:5][C:6]2[CH:11]=[CH:10][C:9]([C:12]3[NH:21][C:20](=[O:22])[C:19]4[C:14](=[CH:15][C:16]([O:25][CH3:26])=[CH:17][C:18]=4[O:23][CH3:24])[N:13]=3)=[CH:8][C:7]=2[C:27]2[CH:32]=[CH:31][C:30]([C:33]#[N:34])=[CH:29][CH:28]=2)[CH2:2]1.C=O.O.[C:38]([O-])(=O)C.[Na+].C(O)(=O)C.C(O[BH-](OC(=O)C)OC(=O)C)(=O)C.[Na+]. (3) Given the product [CH3:1][O:8][C:9](=[O:45])[NH:10][C@H:11]([C:13]([CH3:16])([CH3:15])[CH3:14])[CH3:12], predict the reactants needed to synthesize it. The reactants are: [CH2:1]([O:8][C:9](=[O:45])[N:10](CC1C=CC2N(CC3CCCN3)C(NC(=O)C3C=CC(C(F)F)=CC=3)=NC=2C=1)[C@H:11]([C:13]([CH3:16])([CH3:15])[CH3:14])[CH3:12])C1C=CC=CC=1.C(O)(C(F)(F)F)=O.C(C(=CC(C)C)C(O)=O)#N.C1CN([P+](Br)(N2CCCC2)N2CCCC2)CC1.F[P-](F)(F)(F)(F)F.